Dataset: Reaction yield outcomes from USPTO patents with 853,638 reactions. Task: Predict the reaction yield, written as a fraction of the theoretical maximum amount of product (1.0 means a 100% yield; for example, 0.34 means a 34% yield). (1) The reactants are O.NN.[CH3:4][O:5][C:6]1[N:7]=[C:8]2[C:17](=[CH:18][CH:19]=1)[N:16]=[CH:15][C:14]1[O:13][CH2:12][CH:11]([C@H:20]3[CH2:25][CH2:24][C@H:23]([N:26]4C(=O)C5C(=CC=CC=5)C4=O)[CH2:22][CH2:21]3)[N:10]([CH3:37])[C:9]2=1. The catalyst is C(O)C. The product is [CH3:4][O:5][C:6]1[N:7]=[C:8]2[C:17](=[CH:18][CH:19]=1)[N:16]=[CH:15][C:14]1[O:13][CH2:12][CH:11]([C@H:20]3[CH2:25][CH2:24][C@H:23]([NH2:26])[CH2:22][CH2:21]3)[N:10]([CH3:37])[C:9]2=1. The yield is 0.930. (2) The reactants are [F:1][C:2]1[CH:7]=[CH:6][C:5]([F:8])=[CH:4][C:3]=1[C@H:9]1[CH2:13][CH2:12][CH2:11][N:10]1[C:14]1[CH:19]=[CH:18][N:17]2[N:20]=[CH:21][C:22]([NH:23][C:24]([C:26]3([C:29]([O:31]C)=[O:30])[CH2:28][CH2:27]3)=[O:25])=[C:16]2[N:15]=1.O.[OH-].[Li+].Cl. The catalyst is C1COCC1.CO.O.O. The product is [F:1][C:2]1[CH:7]=[CH:6][C:5]([F:8])=[CH:4][C:3]=1[C@H:9]1[CH2:13][CH2:12][CH2:11][N:10]1[C:14]1[CH:19]=[CH:18][N:17]2[N:20]=[CH:21][C:22]([NH:23][C:24]([C:26]3([C:29]([OH:31])=[O:30])[CH2:27][CH2:28]3)=[O:25])=[C:16]2[N:15]=1. The yield is 0.820. (3) The reactants are B([O-])[O-].Br[C:5]1[CH:10]=[CH:9][C:8]([C@@H:11]2[C@@H:13]([C:14]3[CH:19]=[CH:18][CH:17]=[CH:16][CH:15]=3)[C@H:12]2[C:20]([O:22][CH3:23])=[O:21])=[CH:7][CH:6]=1.Br[C:25]1[CH:26]=[C:27]2[C:31](=[CH:32][CH:33]=1)[CH2:30][N:29]([CH:34]1[CH2:36][CH2:35]1)[CH2:28]2. The catalyst is O. The product is [CH3:23][O:22][C:20]([C@@H:12]1[C@H:13]([C:14]2[CH:19]=[CH:18][CH:17]=[CH:16][CH:15]=2)[C@H:11]1[C:8]1[CH:9]=[CH:10][C:5]([C:25]2[CH:26]=[C:27]3[C:31](=[CH:32][CH:33]=2)[CH2:30][N:29]([CH:34]2[CH2:36][CH2:35]2)[CH2:28]3)=[CH:6][CH:7]=1)=[O:21]. The yield is 0.590. (4) The reactants are [N:1]([C:4]1[CH:36]=[CH:35][C:7]2[NH:8][C:9]([C:14]3[C:15](=[O:34])[N:16]([CH2:26][C:27]4[CH:32]=[CH:31][C:30]([F:33])=[CH:29][CH:28]=4)[C@@H:17]4[C@H:22]([C:23]=3[OH:24])[C@@H:21]3[CH2:25][C@H:18]4[CH2:19][CH2:20]3)=[N:10][S:11](=[O:13])(=[O:12])[C:6]=2[CH:5]=1)=[N+]=[N-]. The catalyst is CO.C(OCC)(=O)C.[Pd]. The product is [NH2:1][C:4]1[CH:36]=[CH:35][C:7]2[NH:8][C:9]([C:14]3[C:15](=[O:34])[N:16]([CH2:26][C:27]4[CH:28]=[CH:29][C:30]([F:33])=[CH:31][CH:32]=4)[C@@H:17]4[C@H:22]([C:23]=3[OH:24])[C@@H:21]3[CH2:25][C@H:18]4[CH2:19][CH2:20]3)=[N:10][S:11](=[O:12])(=[O:13])[C:6]=2[CH:5]=1. The yield is 0.480. (5) The reactants are [Br:1][CH2:2][CH2:3][CH2:4][CH2:5][CH2:6][CH2:7][CH2:8][CH2:9][CH2:10][OH:11].C(=O)(O)[O-].[Na+].[Br-].[K+].S(=O)(O)[O-].[Na+]. The catalyst is O.ClCCl. The product is [Br:1][CH2:2][CH2:3][CH2:4][CH2:5][CH2:6][CH2:7][CH2:8][CH2:9][CH:10]=[O:11]. The yield is 0.940. (6) The reactants are [C:1]([NH:4][C:5]([C@@H:17]1[CH2:21][CH2:20][NH:19][CH2:18]1)([CH2:13][CH2:14][CH:15]=[CH2:16])[C:6]([NH:8][C:9]([CH3:12])([CH3:11])[CH3:10])=[O:7])(=[O:3])[CH3:2].[F:22][C:23]1[CH:30]=[CH:29][C:26]([CH:27]=O)=[CH:25][CH:24]=1.C(O)(=O)C.C(Cl)Cl.C(O[BH-](OC(=O)C)OC(=O)C)(=O)C.[Na+]. No catalyst specified. The product is [C:1]([NH:4][C:5]([C@@H:17]1[CH2:21][CH2:20][N:19]([CH2:27][C:26]2[CH:29]=[CH:30][C:23]([F:22])=[CH:24][CH:25]=2)[CH2:18]1)([CH2:13][CH2:14][CH:15]=[CH2:16])[C:6]([NH:8][C:9]([CH3:11])([CH3:12])[CH3:10])=[O:7])(=[O:3])[CH3:2]. The yield is 0.899.